Dataset: Full USPTO retrosynthesis dataset with 1.9M reactions from patents (1976-2016). Task: Predict the reactants needed to synthesize the given product. Given the product [CH3:12][N:9]1[CH2:10][CH2:11][CH:6]([O:5][C:3](=[O:4])[NH:33][C:28]2[CH:29]=[C:30]3[C:25](=[CH:26][CH:27]=2)[N:24]=[C:23]([NH:22][C@H:13]2[C:21]4[C:16](=[CH:17][CH:18]=[CH:19][CH:20]=4)[CH2:15][CH2:14]2)[CH:32]=[CH:31]3)[CH2:7][CH2:8]1, predict the reactants needed to synthesize it. The reactants are: Cl.Cl[C:3]([O:5][CH:6]1[CH2:11][CH2:10][N:9]([CH3:12])[CH2:8][CH2:7]1)=[O:4].[C@H:13]1([NH:22][C:23]2[CH:32]=[CH:31][C:30]3[C:25](=[CH:26][CH:27]=[C:28]([NH2:33])[CH:29]=3)[N:24]=2)[C:21]2[C:16](=[CH:17][CH:18]=[CH:19][CH:20]=2)[CH2:15][CH2:14]1.